Dataset: Full USPTO retrosynthesis dataset with 1.9M reactions from patents (1976-2016). Task: Predict the reactants needed to synthesize the given product. (1) Given the product [F:11][C:12]1([F:16])[CH2:15][N:14]([C:2]2[N:3]=[CH:4][N:5]=[C:6]([N:8]3[C:38](=[O:39])[C:37]([N:43]4[CH:47]=[C:46]([C:48]#[N:49])[N:45]=[CH:44]4)=[CH:36][NH:9]3)[CH:7]=2)[CH2:13]1, predict the reactants needed to synthesize it. The reactants are: Cl[C:2]1[CH:7]=[C:6]([NH:8][NH2:9])[N:5]=[CH:4][N:3]=1.Cl.[F:11][C:12]1([F:16])[CH2:15][NH:14][CH2:13]1.C(N(C(C)C)C(C)C)C.FC(F)(F)C(O)=O.CN([CH:36]=[C:37]([N:43]1[CH:47]=[C:46]([C:48]#[N:49])[N:45]=[CH:44]1)[C:38](OCC)=[O:39])C. (2) Given the product [CH3:1][CH:2]1[NH:7][CH2:6][C:5]2[S:8][C:9]([C:16]([O-:18])=[O:17])=[N:10][C:4]=2[CH2:3]1.[Li+:15], predict the reactants needed to synthesize it. The reactants are: [CH3:1][CH:2]1[NH:7][CH2:6][C:5]2[S:8][CH:9]=[N:10][C:4]=2[CH2:3]1.C([Li:15])CCC.[C:16](=[O:18])=[O:17]. (3) Given the product [NH2:8][C:6]1[CH:5]=[CH:4][N:3]=[C:2]([N:12]2[CH2:13][CH2:14][CH:15]([OH:16])[C:10]([CH3:17])([CH3:9])[CH2:11]2)[N:7]=1, predict the reactants needed to synthesize it. The reactants are: Cl[C:2]1[N:7]=[C:6]([NH2:8])[CH:5]=[CH:4][N:3]=1.[CH3:9][C:10]1([CH3:17])[CH:15]([OH:16])[CH2:14][CH2:13][NH:12][CH2:11]1.C(N(CC)CC)C.CC(O)C. (4) Given the product [CH3:1][C:2]1[CH:7]=[CH:6][C:5]([O:8][CH2:17][C:16]([F:27])([F:26])[F:15])=[CH:4][N:3]=1, predict the reactants needed to synthesize it. The reactants are: [CH3:1][C:2]1[CH:7]=[CH:6][C:5]([OH:8])=[CH:4][N:3]=1.C(=O)([O-])[O-].[Cs+].[Cs+].[F:15][C:16]([F:27])([F:26])[CH2:17]OS(C(F)(F)F)(=O)=O. (5) Given the product [CH3:1][C:2]1[N:7]=[C:6]([C:8]([NH:10][C:11]2[C:12]([C:22]([NH:28][CH2:27][C:26]([F:30])([F:29])[F:25])=[O:24])=[N:13][N:14]([CH:16]3[CH2:21][CH2:20][CH2:19][CH2:18][O:17]3)[CH:15]=2)=[O:9])[CH:5]=[CH:4][CH:3]=1, predict the reactants needed to synthesize it. The reactants are: [CH3:1][C:2]1[N:7]=[C:6]([C:8]([NH:10][C:11]2[C:12]([C:22]([OH:24])=O)=[N:13][N:14]([CH:16]3[CH2:21][CH2:20][CH2:19][CH2:18][O:17]3)[CH:15]=2)=[O:9])[CH:5]=[CH:4][CH:3]=1.[F:25][C:26]([F:30])([F:29])[CH2:27][NH2:28].CCN=C=NCCCN(C)C.C1C=CC2N(O)N=NC=2C=1.C(=O)([O-])O.[Na+]. (6) Given the product [CH2:27]([C@H:26]1[C@H:25]([CH2:24][CH3:23])[C@@H:29]([NH:33][C:34](=[O:40])[O:35][C:36]([CH3:39])([CH3:38])[CH3:37])[C:7]2[C:2](=[CH:3][CH:4]=[CH:5][CH:6]=2)[NH:1]1)[CH3:22], predict the reactants needed to synthesize it. The reactants are: [NH2:1][C:2]1[CH:7]=[CH:6][CH:5]=[CH:4][CH:3]=1.C(=O)CC.P(O)(O[C:22]1[CH:27]=[CH:26][CH:25]=[CH:24][CH:23]=1)(O[C:22]1[CH:27]=[CH:26][CH:25]=[CH:24][CH:23]=1)=O.[CH:29]([NH:33][C:34](=[O:40])[O:35][C:36]([CH3:39])([CH3:38])[CH3:37])=CCC.C([O-])(O)=O.[Na+].